Task: Predict the reaction yield, written as a fraction of the theoretical maximum amount of product (1.0 means a 100% yield; for example, 0.34 means a 34% yield).. Dataset: Reaction yield outcomes from USPTO patents with 853,638 reactions The reactants are CS(C)=O.[F:5][C:6]1[C:7]([C:12]2([C:16]#[N:17])[CH2:15][CH2:14][CH2:13]2)=[N:8][CH:9]=[CH:10][CH:11]=1.C(=O)([O-])[O-:19].[K+].[K+].OO. The catalyst is O.C(OCC)(=O)C. The product is [F:5][C:6]1[C:7]([C:12]2([C:16]([NH2:17])=[O:19])[CH2:15][CH2:14][CH2:13]2)=[N:8][CH:9]=[CH:10][CH:11]=1. The yield is 0.590.